From a dataset of TCR-epitope binding with 47,182 pairs between 192 epitopes and 23,139 TCRs. Binary Classification. Given a T-cell receptor sequence (or CDR3 region) and an epitope sequence, predict whether binding occurs between them. (1) The epitope is RPHERNGFTVL. The TCR CDR3 sequence is CASCNQGVGQPQHF. Result: 0 (the TCR does not bind to the epitope). (2) The epitope is AIMTRCLAV. Result: 0 (the TCR does not bind to the epitope). The TCR CDR3 sequence is CASSLSGADTQYF. (3) The epitope is KLPDDFTGCV. The TCR CDR3 sequence is CASSPLNRAGFDEQFF. Result: 1 (the TCR binds to the epitope). (4) The epitope is SSTFNVPMEKLK. The TCR CDR3 sequence is CASSPLGGFGEKLFF. Result: 0 (the TCR does not bind to the epitope). (5) The epitope is NEGVKAAW. The TCR CDR3 sequence is CASSFYPTDEQFF. Result: 0 (the TCR does not bind to the epitope). (6) The epitope is GTSGSPIIDK. The TCR CDR3 sequence is CASSLGTANYGYTF. Result: 0 (the TCR does not bind to the epitope). (7) The epitope is LLWNGPMAV. The TCR CDR3 sequence is CASSQAGAYEQYF. Result: 1 (the TCR binds to the epitope).